This data is from Full USPTO retrosynthesis dataset with 1.9M reactions from patents (1976-2016). The task is: Predict the reactants needed to synthesize the given product. (1) The reactants are: [Cr](O[Cr]([O-])(=O)=O)([O-])(=O)=O.[NH+]1C=CC=CC=1.[NH+]1C=CC=CC=1.[CH3:22][O:23][C:24]1[C:29]([O:30][CH3:31])=[CH:28][C:27]([CH:32]([C:34]2[CH:39]=[C:38]([O:40][CH3:41])[C:37]([O:42][CH3:43])=[C:36]([O:44][CH3:45])[CH:35]=2)[OH:33])=[C:26]([N+:46]([O-:48])=[O:47])[CH:25]=1.C(Cl)Cl. Given the product [CH3:22][O:23][C:24]1[C:29]([O:30][CH3:31])=[CH:28][C:27]([C:32]([C:34]2[CH:35]=[C:36]([O:44][CH3:45])[C:37]([O:42][CH3:43])=[C:38]([O:40][CH3:41])[CH:39]=2)=[O:33])=[C:26]([N+:46]([O-:48])=[O:47])[CH:25]=1, predict the reactants needed to synthesize it. (2) Given the product [CH3:20][O:21][C:22]1[N:27]=[CH:26][C:25]([CH2:28][N:4]2[CH2:3][CH2:2][N:1]([C:7]3[CH:8]=[CH:9][C:10]4[N:11]([C:13]([C:16]([F:17])([F:18])[F:19])=[N:14][N:15]=4)[N:12]=3)[CH2:6][CH2:5]2)=[CH:24][CH:23]=1, predict the reactants needed to synthesize it. The reactants are: [N:1]1([C:7]2[CH:8]=[CH:9][C:10]3[N:11]([C:13]([C:16]([F:19])([F:18])[F:17])=[N:14][N:15]=3)[N:12]=2)[CH2:6][CH2:5][NH:4][CH2:3][CH2:2]1.[CH3:20][O:21][C:22]1[N:27]=[CH:26][C:25]([CH:28]=O)=[CH:24][CH:23]=1. (3) Given the product [CH:20]1([O:1][C:2]2[N:6]([CH3:7])[N:5]=[C:4]([C:8]([F:11])([F:10])[F:9])[C:3]=2[CH2:12][OH:15])[CH2:24][CH2:23][CH2:22][CH2:21]1, predict the reactants needed to synthesize it. The reactants are: [OH:1][C:2]1[N:6]([CH3:7])[N:5]=[C:4]([C:8]([F:11])([F:10])[F:9])[CH:3]=1.[C:12](=[O:15])([O-])[O-].[K+].[K+].C=O.[CH:20]1(Br)[CH2:24][CH2:23][CH2:22][CH2:21]1. (4) Given the product [C:19]1([C:4]2[N:3]=[C:2]([C:33]3[C:41]4[CH:40]=[N:39][CH:38]=[N:37][C:36]=4[NH:35][CH:34]=3)[N:7]=[C:6]([NH:8][CH:9]([CH3:18])[C:10]([NH:12][CH2:13][C:14]([F:17])([F:16])[F:15])=[O:11])[CH:5]=2)[CH:24]=[CH:23][CH:22]=[CH:21][CH:20]=1, predict the reactants needed to synthesize it. The reactants are: Cl[C:2]1[N:7]=[C:6]([NH:8][CH:9]([CH3:18])[C:10]([NH:12][CH2:13][C:14]([F:17])([F:16])[F:15])=[O:11])[CH:5]=[C:4]([C:19]2[CH:24]=[CH:23][CH:22]=[CH:21][CH:20]=2)[N:3]=1.CC1(C)C(C)(C)OB([C:33]2[C:41]3[CH:40]=[N:39][CH:38]=[N:37][C:36]=3[N:35](S(C3C=CC(C)=CC=3)(=O)=O)[CH:34]=2)O1.P([O-])([O-])([O-])=O.[K+].[K+].[K+].[OH-].[Li+]. (5) Given the product [CH3:14][O:15][C:16]1[CH:21]=[CH:20][C:19]([CH2:22][CH2:23][C:24]2[O:11][C:10]([C:8]3[CH:7]=[CH:6][C:5]4[N:4]([CH:3]=[CH:2][N:1]=4)[CH:9]=3)=[N:12][N:13]=2)=[CH:18][C:17]=1[C:27]([F:28])([F:30])[F:29], predict the reactants needed to synthesize it. The reactants are: [N:1]1[CH:2]=[CH:3][N:4]2[CH:9]=[C:8]([C:10]([NH:12][NH2:13])=[O:11])[CH:7]=[CH:6][C:5]=12.[CH3:14][O:15][C:16]1[CH:21]=[CH:20][C:19]([CH2:22][CH2:23][C:24](O)=O)=[CH:18][C:17]=1[C:27]([F:30])([F:29])[F:28]. (6) Given the product [Cl:27][C:28]1[N:29]=[CH:30][C:31]([N:15]2[CH2:14][CH2:13][CH:12]([N:8]3[CH2:9][C@H:10]([OH:11])[C@H:6]([O:5][C:4]4[CH:19]=[CH:20][C:21]([S:23]([CH3:26])(=[O:25])=[O:24])=[CH:22][C:3]=4[F:2])[C:7]3=[O:18])[CH2:17][CH2:16]2)=[N:32][CH:33]=1, predict the reactants needed to synthesize it. The reactants are: Cl.[F:2][C:3]1[CH:22]=[C:21]([S:23]([CH3:26])(=[O:25])=[O:24])[CH:20]=[CH:19][C:4]=1[O:5][C@H:6]1[C@@H:10]([OH:11])[CH2:9][N:8]([CH:12]2[CH2:17][CH2:16][NH:15][CH2:14][CH2:13]2)[C:7]1=[O:18].[Cl:27][C:28]1[CH:33]=[N:32][C:31](Cl)=[CH:30][N:29]=1.CCN(C(C)C)C(C)C. (7) Given the product [NH2:8][C:3]1[CH:4]=[N:5][N:6]([CH3:7])[C:2]=1[N:17]1[CH2:16][CH2:15][N:14]([C:18]([O:20][C:21]([CH3:24])([CH3:23])[CH3:22])=[O:19])[CH2:13][C@@H:12]1[CH3:11], predict the reactants needed to synthesize it. The reactants are: Cl[C:2]1[N:6]([CH3:7])[N:5]=[CH:4][C:3]=1[N+:8]([O-])=O.[CH3:11][C@@H:12]1[NH:17][CH2:16][CH2:15][N:14]([C:18]([O:20][C:21]([CH3:24])([CH3:23])[CH3:22])=[O:19])[CH2:13]1.